Dataset: Forward reaction prediction with 1.9M reactions from USPTO patents (1976-2016). Task: Predict the product of the given reaction. Given the reactants [Cl:1][C:2]1[CH:3]=[C:4]([CH:12]=[O:13])[C:5]2[O:10][CH2:9][CH2:8][O:7][C:6]=2[CH:11]=1.S(=O)(=O)(O)[OH:15].O, predict the reaction product. The product is: [Cl:1][C:2]1[CH:3]=[C:4]([C:12]([OH:15])=[O:13])[C:5]2[O:10][CH2:9][CH2:8][O:7][C:6]=2[CH:11]=1.